Predict the reactants needed to synthesize the given product. From a dataset of Full USPTO retrosynthesis dataset with 1.9M reactions from patents (1976-2016). (1) The reactants are: [F:1][C:2]([F:28])([F:27])[C:3]1[CH:4]=[C:5]([N:9]([C:13]2[CH:18]=[CH:17][C:16]([N+:19]([O-])=O)=[CH:15][C:14]=2[C:22]2[NH:26][N:25]=[N:24][N:23]=2)[C:10]([NH2:12])=[O:11])[CH:6]=[CH:7][CH:8]=1. Given the product [F:28][C:2]([F:1])([F:27])[C:3]1[CH:4]=[C:5]([N:9]([C:13]2[CH:18]=[CH:17][C:16]([NH2:19])=[CH:15][C:14]=2[C:22]2[NH:26][N:25]=[N:24][N:23]=2)[C:10]([NH2:12])=[O:11])[CH:6]=[CH:7][CH:8]=1, predict the reactants needed to synthesize it. (2) Given the product [C:18]([C:6]1[CH:5]=[C:4]([CH:9]=[C:8]([N:10]2[CH2:15][CH2:14][CH2:13][CH2:12][S:11]2(=[O:16])=[O:17])[CH:7]=1)[C:3]([OH:21])=[O:2])(=[O:20])[CH3:19], predict the reactants needed to synthesize it. The reactants are: C[O:2][C:3](=[O:21])[C:4]1[CH:9]=[C:8]([N:10]2[CH2:15][CH2:14][CH2:13][CH2:12][S:11]2(=[O:17])=[O:16])[CH:7]=[C:6]([C:18](=[O:20])[CH3:19])[CH:5]=1.CO.O.[Li+].[OH-]. (3) The reactants are: C[C:2](C)([C:6]([O-:8])=[O:7])[C:3]([O-])=O.[H-].[Na+].BrC1[CH:18]=[CH:17][C:16]([Br:19])=[CH:15][C:14]=1[N+:20]([O-:22])=[O:21].Cl.[CH3:24]N1CCCC1=O. Given the product [Br:19][C:16]1[CH:17]=[CH:18][C:3]([CH2:2][C:6]([O:8][CH3:24])=[O:7])=[C:14]([N+:20]([O-:22])=[O:21])[CH:15]=1, predict the reactants needed to synthesize it. (4) Given the product [F:1][C:2]([F:32])([F:31])[C:3]1[CH:4]=[C:5]([NH:9][C:10]([N:12]2[CH2:18][CH2:17][CH2:16][CH2:15][C:14]3[CH:19]=[C:20]([O:23][C:24]4[CH:29]=[C:28]([NH:34][CH3:33])[N:27]=[CH:26][N:25]=4)[CH:21]=[CH:22][C:13]2=3)=[O:11])[CH:6]=[CH:7][CH:8]=1, predict the reactants needed to synthesize it. The reactants are: [F:1][C:2]([F:32])([F:31])[C:3]1[CH:4]=[C:5]([NH:9][C:10]([N:12]2[CH2:18][CH2:17][CH2:16][CH2:15][C:14]3[CH:19]=[C:20]([O:23][C:24]4[CH:29]=[C:28](Cl)[N:27]=[CH:26][N:25]=4)[CH:21]=[CH:22][C:13]2=3)=[O:11])[CH:6]=[CH:7][CH:8]=1.[CH3:33][NH2:34]. (5) Given the product [C:1]([NH:5][C:6]1[C:7]([CH3:27])=[N:8][C:9]2[C:14]([N:15]=1)=[C:13]([C:16]1[CH:17]=[C:18]3[C:21](=[O:22])[NH:23][CH2:24][CH2:25][N:19]3[N:20]=1)[CH:12]=[CH:11][CH:10]=2)([CH3:4])([CH3:3])[CH3:2], predict the reactants needed to synthesize it. The reactants are: [C:1]([NH:5][C:6]1[C:7]([CH3:27])=[N:8][C:9]2[C:14]([N:15]=1)=[C:13]([C:16]1[NH:20][N:19]=[C:18]([C:21]([NH:23][CH2:24][CH2:25]Cl)=[O:22])[CH:17]=1)[CH:12]=[CH:11][CH:10]=2)([CH3:4])([CH3:3])[CH3:2].C([O-])([O-])=O.[K+].[K+].CN(C=O)C. (6) Given the product [C:22]([C:19]1[C:20]([CH3:21])=[C:15]([CH:11]2[O:10][C:9]3[CH:8]=[CH:7][CH:6]=[C:5]([C:3]([NH2:26])=[O:2])[C:14]=3[O:13][CH2:12]2)[CH:16]=[N:17][CH:18]=1)#[N:23], predict the reactants needed to synthesize it. The reactants are: C[O:2][C:3]([C:5]1[C:14]2[O:13][CH2:12][CH:11]([C:15]3[CH:16]=[N:17][CH:18]=[C:19]([C:22]#[N:23])[C:20]=3[CH3:21])[O:10][C:9]=2[CH:8]=[CH:7][CH:6]=1)=O.CO.[NH3:26]. (7) Given the product [Cl:1][C:2]1[CH:3]=[N:4][N:5]([CH3:17])[C:6]=1[C:7]1[CH:8]=[C:9]([C:14]([NH:18][C@@H:19]([CH2:32][C:33]2[CH:38]=[CH:37][CH:36]=[C:35]([F:39])[CH:34]=2)[CH2:20][N:21]2[C:29](=[O:30])[C:28]3[C:23](=[CH:24][CH:25]=[CH:26][CH:27]=3)[C:22]2=[O:31])=[O:16])[S:10][C:11]=1[O:12][CH3:13], predict the reactants needed to synthesize it. The reactants are: [Cl:1][C:2]1[CH:3]=[N:4][N:5]([CH3:17])[C:6]=1[C:7]1[CH:8]=[C:9]([C:14]([OH:16])=O)[S:10][C:11]=1[O:12][CH3:13].[NH2:18][C@@H:19]([CH2:32][C:33]1[CH:38]=[CH:37][CH:36]=[C:35]([F:39])[CH:34]=1)[CH2:20][N:21]1[C:29](=[O:30])[C:28]2[C:23](=[CH:24][CH:25]=[CH:26][CH:27]=2)[C:22]1=[O:31].CC(OC(N[C@H](C(O)=O)CC1C=CC=CC=1C(F)(F)F)=O)(C)C.C1CN([P+](Br)(N2CCCC2)N2CCCC2)CC1.F[P-](F)(F)(F)(F)F.CCN(C(C)C)C(C)C. (8) Given the product [Cl:1][C:2]1[CH:3]=[C:4]([NH:8][C:9]2[CH:14]=[C:13]([NH:15][CH:16]3[CH2:21][CH2:20][NH:19][CH2:18][CH2:17]3)[N:12]3[N:29]=[CH:30][C:31]([CH:32]=[C:33]4[NH:34][C:35](=[O:39])[NH:36][C:37]4=[O:38])=[C:11]3[N:10]=2)[CH:5]=[CH:6][CH:7]=1, predict the reactants needed to synthesize it. The reactants are: [Cl:1][C:2]1[CH:3]=[C:4]([NH:8][C:9]2[CH:14]=[C:13]([NH:15][CH:16]3[CH2:21][CH2:20][N:19](C(OC(C)(C)C)=O)[CH2:18][CH2:17]3)[N:12]3[N:29]=[CH:30][C:31]([CH:32]=[C:33]4[C:37](=[O:38])[NH:36][C:35](=[O:39])[NH:34]4)=[C:11]3[N:10]=2)[CH:5]=[CH:6][CH:7]=1.